Dataset: Forward reaction prediction with 1.9M reactions from USPTO patents (1976-2016). Task: Predict the product of the given reaction. (1) Given the reactants [Br:1][C:2]1[C:3](=[O:28])[N:4]([CH2:19][C:20]2[CH:25]=[N:24][C:23]([CH2:26][OH:27])=[CH:22][N:21]=2)[C:5]([CH3:18])=[CH:6][C:7]=1[O:8][CH2:9][C:10]1[CH:15]=[CH:14][C:13]([F:16])=[CH:12][C:11]=1[F:17].[H-].[Na+].[CH3:31][O:32][CH2:33][CH2:34]Br, predict the reaction product. The product is: [Br:1][C:2]1[C:3](=[O:28])[N:4]([CH2:19][C:20]2[CH:25]=[N:24][C:23]([CH2:26][O:27][CH2:34][CH2:33][O:32][CH3:31])=[CH:22][N:21]=2)[C:5]([CH3:18])=[CH:6][C:7]=1[O:8][CH2:9][C:10]1[CH:15]=[CH:14][C:13]([F:16])=[CH:12][C:11]=1[F:17]. (2) Given the reactants [N:1]1[CH:2]=[C:3]([S:10]([OH:13])(=O)=[O:11])[N:4]2[CH:9]=[CH:8][CH:7]=[CH:6][C:5]=12.P(Cl)(Cl)([Cl:16])=O, predict the reaction product. The product is: [N:1]1[CH:2]=[C:3]([S:10]([Cl:16])(=[O:13])=[O:11])[N:4]2[CH:9]=[CH:8][CH:7]=[CH:6][C:5]=12. (3) Given the reactants [CH3:1][O:2][C:3]1[CH:8]=[CH:7][C:6]([C:9]2[O:13][C:12](NC3C=CC=CC=3)=[N:11][C:10]=2[C:21]([OH:23])=O)=[CH:5][CH:4]=1.O.O[N:26]1[C:30]2[CH:31]=[CH:32][CH:33]=[CH:34][C:29]=2N=N1.Cl.C[N:37](C)CCCN=C=NCC.N.O1CCOCC1, predict the reaction product. The product is: [CH3:1][O:2][C:3]1[CH:4]=[CH:5][C:6]([C:9]2[O:13][C:12]([NH:26][C:30]3[CH:29]=[CH:34][CH:33]=[CH:32][CH:31]=3)=[N:11][C:10]=2[C:21]([NH2:37])=[O:23])=[CH:7][CH:8]=1. (4) Given the reactants [Cl:1][C:2]1[C:3]2[CH:24]=[CH:23][C:22]([O:25][CH3:26])=[CH:21][C:4]=2[S:5][C:6]=1[C:7]([NH:9][C@H:10]([CH2:14][C:15]1[CH:20]=[CH:19][CH:18]=[CH:17][CH:16]=1)[C:11]([OH:13])=[O:12])=[O:8].C(OC(=O)[C@H](CC1C=CC=CC=1)N)(C)(C)C, predict the reaction product. The product is: [Cl:1][C:2]1[C:3]2[CH:24]=[CH:23][C:22]([O:25][CH3:26])=[CH:21][C:4]=2[S:5][C:6]=1[C:7]([NH:9][C@@H:10]([CH2:14][C:15]1[CH:20]=[CH:19][CH:18]=[CH:17][CH:16]=1)[C:11]([OH:13])=[O:12])=[O:8]. (5) The product is: [Br:28][C:21]1[CH:22]=[C:23]([CH:26]=[CH:27][C:20]=1[O:4][CH2:3][C:2]([C:11]1[CH:18]=[CH:17][C:14]([C:15]#[N:16])=[CH:13][CH:12]=1)([OH:1])[C:5]1[N:9]([CH3:10])[CH:8]=[N:7][CH:6]=1)[C:24]#[N:25]. Given the reactants [OH:1][C:2]([C:11]1[CH:18]=[CH:17][C:14]([C:15]#[N:16])=[CH:13][CH:12]=1)([C:5]1[N:9]([CH3:10])[CH:8]=[N:7][CH:6]=1)[CH2:3][OH:4].F[C:20]1[CH:27]=[CH:26][C:23]([C:24]#[N:25])=[CH:22][C:21]=1[Br:28].C(=O)([O-])[O-].[K+].[K+], predict the reaction product. (6) The product is: [NH:1]1[CH2:27][CH2:26][CH2:25][C@H:2]1[C:3]([NH:5][CH2:6][C:7]([NH:9][CH2:10][C:11]([NH:13][CH2:14][C:15]([O:17][CH2:18][C:19]1[CH:24]=[CH:23][CH:22]=[CH:21][CH:20]=1)=[O:16])=[O:12])=[O:8])=[O:4]. Given the reactants [N:1]1(C(OC(C)(C)C)=O)[CH2:27][CH2:26][CH2:25][C@H:2]1[C:3]([NH:5][CH2:6][C:7]([NH:9][CH2:10][C:11]([NH:13][CH2:14][C:15]([O:17][CH2:18][C:19]1[CH:24]=[CH:23][CH:22]=[CH:21][CH:20]=1)=[O:16])=[O:12])=[O:8])=[O:4], predict the reaction product. (7) Given the reactants N#N.[C:3]([O:7][C:8](=[O:25])[NH:9][C:10]1[N:11]=[C:12]([CH2:15][C:16]2[CH:21]=[CH:20][CH:19]=[C:18]([C:22](=[O:24])[CH3:23])[CH:17]=2)[O:13][CH:14]=1)([CH3:6])([CH3:5])[CH3:4].[H-].[Na+].[F:28][C:29]([F:42])([F:41])[C:30]1[CH:35]=[CH:34][C:33]([CH:36]=[CH:37]C(Cl)=O)=[CH:32][CH:31]=1, predict the reaction product. The product is: [C:3]([O:7][C:8](=[O:25])[N:9]([C:10]1[N:11]=[C:12]([CH2:15][C:16]2[CH:21]=[CH:20][CH:19]=[C:18]([C:22](=[O:24])[CH3:23])[CH:17]=2)[O:13][CH:14]=1)[CH:37]=[CH:36][C:33]1[CH:32]=[CH:31][C:30]([C:29]([F:28])([F:41])[F:42])=[CH:35][CH:34]=1)([CH3:6])([CH3:4])[CH3:5].